From a dataset of Forward reaction prediction with 1.9M reactions from USPTO patents (1976-2016). Predict the product of the given reaction. (1) Given the reactants [NH2:1][C:2]1[N:6]([C:7]2[CH:12]=[CH:11][C:10]([O:13][CH3:14])=[CH:9][CH:8]=2)[N:5]=[CH:4][C:3]=1[C:15]#[N:16].S(=O)(=O)(O)[OH:18], predict the reaction product. The product is: [NH2:1][C:2]1[N:6]([C:7]2[CH:8]=[CH:9][C:10]([O:13][CH3:14])=[CH:11][CH:12]=2)[N:5]=[CH:4][C:3]=1[C:15]([NH2:16])=[O:18]. (2) Given the reactants C(=O)([O-])[O-].[K+].[K+].Br[CH2:8][CH2:9][O:10][C:11]1[CH:18]=[CH:17][C:14]([C:15]#[N:16])=[CH:13][CH:12]=1.[OH:19][C:20]1[C:25]([CH3:26])=[C:24]([OH:27])[CH:23]=[CH:22][C:21]=1[C:28](=[O:30])[CH3:29].[CH3:31][C:32](C)=O, predict the reaction product. The product is: [C:28]([C:21]1[CH:22]=[CH:23][C:24]([O:27][CH2:31][CH2:32][CH2:8][CH2:9][O:10][C:11]2[CH:18]=[CH:17][C:14]([C:15]#[N:16])=[CH:13][CH:12]=2)=[C:25]([CH3:26])[C:20]=1[OH:19])(=[O:30])[CH3:29]. (3) Given the reactants [Br:1][C:2]1[CH:3]=[C:4]([NH:10][C:11]2[CH:20]=[CH:19][C:14]([C:15](OC)=[O:16])=[CH:13][N:12]=2)[C:5](=[O:9])[N:6]([CH3:8])[CH:7]=1.CC(C[AlH]CC(C)C)C.C(=O)=O.CC(C)=O, predict the reaction product. The product is: [Br:1][C:2]1[CH:3]=[C:4]([NH:10][C:11]2[CH:20]=[CH:19][C:14]([CH2:15][OH:16])=[CH:13][N:12]=2)[C:5](=[O:9])[N:6]([CH3:8])[CH:7]=1. (4) Given the reactants [CH3:1]I.[CH3:3][C:4]1[NH:8][C:7]([C:9]2[CH:14]=[CH:13][CH:12]=[CH:11][CH:10]=2)=[N:6][C:5]=1[CH2:15][C:16]([CH3:21])([N+:18]([O-:20])=[O:19])[CH3:17].[OH-].[K+], predict the reaction product. The product is: [CH3:1][N:8]1[C:4]([CH3:3])=[C:5]([CH2:15][C:16]([CH3:21])([N+:18]([O-:20])=[O:19])[CH3:17])[N:6]=[C:7]1[C:9]1[CH:14]=[CH:13][CH:12]=[CH:11][CH:10]=1. (5) Given the reactants [O:1]1[C:5]2[CH:6]=[CH:7][C:8]([C:10]3[S:18][C:17]4[C:16](=[O:19])[N:15]([CH:20]5[CH2:25][CH2:24][N:23](C(OC(C)(C)C)=O)[CH2:22][CH2:21]5)[C:14](=[O:33])[N:13]([CH2:34][C:35]5[O:39][N:38]=[C:37]([CH2:40][CH3:41])[N:36]=5)[C:12]=4[CH:11]=3)=[CH:9][C:4]=2[O:3][CH2:2]1.[ClH:42], predict the reaction product. The product is: [ClH:42].[O:1]1[C:5]2[CH:6]=[CH:7][C:8]([C:10]3[S:18][C:17]4[C:16](=[O:19])[N:15]([CH:20]5[CH2:25][CH2:24][NH:23][CH2:22][CH2:21]5)[C:14](=[O:33])[N:13]([CH2:34][C:35]5[O:39][N:38]=[C:37]([CH2:40][CH3:41])[N:36]=5)[C:12]=4[CH:11]=3)=[CH:9][C:4]=2[O:3][CH2:2]1. (6) Given the reactants [O:1]1[C:5]2([CH2:10][CH2:9][CH:8]([N:11]3[C:19]4[CH:18]=[CH:17][N:16]=[C:15]([O:20]C)[C:14]=4[C:13]([C:22]4[CH:23]=[C:24]([C:27]([NH2:29])=[O:28])[S:25][CH:26]=4)=[N:12]3)[CH2:7][CH2:6]2)[O:4][CH2:3][CH2:2]1.[I-].[Na+].Cl[Si](C)(C)C.C(=O)([O-])O.[Na+], predict the reaction product. The product is: [O:1]1[C:5]2([CH2:10][CH2:9][CH:8]([N:11]3[C:19]4[CH:18]=[CH:17][NH:16][C:15](=[O:20])[C:14]=4[C:13]([C:22]4[CH:23]=[C:24]([C:27]([NH2:29])=[O:28])[S:25][CH:26]=4)=[N:12]3)[CH2:7][CH2:6]2)[O:4][CH2:3][CH2:2]1. (7) Given the reactants COC1C2C(=CC=C([C:13]([OH:15])=[O:14])C=2)C=CN=1.Br[C:17]1[CH:18]=[C:19]2[C:24](=[CH:25][CH:26]=1)[CH:23]=[N:22][C:21]([NH2:27])=[CH:20]2, predict the reaction product. The product is: [NH2:27][C:21]1[N:22]=[CH:23][C:24]2[C:19]([CH:20]=1)=[CH:18][C:17]([C:13]([OH:15])=[O:14])=[CH:26][CH:25]=2.